This data is from Full USPTO retrosynthesis dataset with 1.9M reactions from patents (1976-2016). The task is: Predict the reactants needed to synthesize the given product. (1) The reactants are: [H-].[Na+].[C:3]1([CH2:9][CH2:10][OH:11])[CH:8]=[CH:7][CH:6]=[CH:5][CH:4]=1.[NH2:12][C:13]1[N:14]=[C:15]([C:33]2[CH:38]=[CH:37][CH:36]=[CH:35][CH:34]=2)[C:16]([C:23]2[CH:24]=[CH:25][C:26](=[O:32])[N:27]([CH:29]([CH3:31])[CH3:30])[N:28]=2)=[N:17][C:18]=1S(C)(=O)=O.Cl. Given the product [NH2:12][C:13]1[N:14]=[C:15]([C:33]2[CH:34]=[CH:35][CH:36]=[CH:37][CH:38]=2)[C:16]([C:23]2[CH:24]=[CH:25][C:26](=[O:32])[N:27]([CH:29]([CH3:31])[CH3:30])[N:28]=2)=[N:17][C:18]=1[O:11][CH2:10][CH2:9][C:3]1[CH:8]=[CH:7][CH:6]=[CH:5][CH:4]=1, predict the reactants needed to synthesize it. (2) Given the product [F:1][C:2]1[CH:7]=[C:6]([F:8])[CH:5]=[C:4]([F:9])[C:3]=1[NH:10][C:26](=[NH:28])[CH3:27], predict the reactants needed to synthesize it. The reactants are: [F:1][C:2]1[CH:7]=[C:6]([F:8])[CH:5]=[C:4]([F:9])[C:3]=1[NH2:10].Cl.S(=O)(=O)(O)O.CC(OC=C)=O.C=CCl.[C:26](#[N:28])[CH3:27].